Task: Regression. Given two drug SMILES strings and cell line genomic features, predict the synergy score measuring deviation from expected non-interaction effect.. Dataset: NCI-60 drug combinations with 297,098 pairs across 59 cell lines Drug 2: C(CCl)NC(=O)N(CCCl)N=O. Drug 1: COC1=C2C(=CC3=C1OC=C3)C=CC(=O)O2. Synergy scores: CSS=5.98, Synergy_ZIP=-0.149, Synergy_Bliss=3.69, Synergy_Loewe=3.47, Synergy_HSA=2.86. Cell line: ACHN.